The task is: Predict the product of the given reaction.. This data is from Forward reaction prediction with 1.9M reactions from USPTO patents (1976-2016). (1) Given the reactants N[C:2]1[C:10]2[CH:9]=[C:8](C(OC)=O)[S:7][C:6]=2[CH:5]=CC=1.[CH3:15]I.[C:17](=[O:20])([O-])[O-:18].[K+].[K+].[C:23](#[N:25])C.C(O[CH2:30][CH3:31])(=O)C, predict the reaction product. The product is: [CH3:15][N:25]([CH3:23])[C:31]1[C:30]2[CH:5]=[C:6]([C:17]([OH:18])=[O:20])[S:7][C:8]=2[CH:9]=[CH:10][CH:2]=1. (2) Given the reactants Br[C:2]1[CH:7]=[CH:6][CH:5]=[C:4]([CH3:8])[C:3]=1[C:9]1[CH:14]=[CH:13][CH:12]=[C:11]([C:15]([O:17][CH2:18][CH3:19])=[O:16])[CH:10]=1.[Cl:20][C:21]1[CH:22]=[CH:23][C:24]([O:30][CH2:31][C:32]2[CH:37]=[CH:36][CH:35]=[CH:34][CH:33]=2)=[C:25](B(O)O)[CH:26]=1.C(=O)([O-])[O-].[K+].[K+].C1(C)C=CC=CC=1, predict the reaction product. The product is: [Cl:20][C:21]1[CH:22]=[CH:23][C:24]([O:30][CH2:31][C:32]2[CH:33]=[CH:34][CH:35]=[CH:36][CH:37]=2)=[C:25]([C:2]2[C:3]([C:9]3[CH:14]=[CH:13][CH:12]=[C:11]([C:15]([O:17][CH2:18][CH3:19])=[O:16])[CH:10]=3)=[C:4]([CH3:8])[CH:5]=[CH:6][CH:7]=2)[CH:26]=1. (3) The product is: [C:17]([O:20][C:21]([N:1]1[CH2:6][CH2:5][C:4]2([C:14]3[C:9](=[CH:10][CH:11]=[CH:12][CH:13]=3)[NH:8][C:7]2=[O:15])[CH2:3][CH2:2]1)=[O:22])([CH3:19])([CH3:18])[CH3:16]. Given the reactants [NH:1]1[CH2:6][CH2:5][C:4]2([C:14]3[C:9](=[CH:10][CH:11]=[CH:12][CH:13]=3)[NH:8][C:7]2=[O:15])[CH2:3][CH2:2]1.[CH3:16][C:17]([O:20][C:21](O[C:21]([O:20][C:17]([CH3:19])([CH3:18])[CH3:16])=[O:22])=[O:22])([CH3:19])[CH3:18].C(N(CC)CC)C, predict the reaction product. (4) The product is: [N:34]([CH:20]([C:18]1[N:19]=[C:14]2[CH:13]=[CH:12][N:11]([S:1]([C:4]3[CH:10]=[CH:9][C:7]([CH3:8])=[CH:6][CH:5]=3)(=[O:3])=[O:2])[C:15]2=[N:16][CH:17]=1)[CH2:21][CH:22]=[CH2:23])=[N+:35]=[N-:36]. Given the reactants [S:1]([N:11]1[C:15]2=[N:16][CH:17]=[C:18]([CH:20](O)[CH2:21][CH:22]=[CH2:23])[N:19]=[C:14]2[CH:13]=[CH:12]1)([C:4]1[CH:10]=[CH:9][C:7]([CH3:8])=[CH:6][CH:5]=1)(=[O:3])=[O:2].S(Cl)(Cl)=O.C([O-])(O)=O.[Na+].[N-:34]=[N+:35]=[N-:36].[Na+], predict the reaction product. (5) Given the reactants CO[C:3]([C:5]1[C:10]([Br:11])=[N:9][CH:8]=[CH:7][N:6]=1)=[O:4].[NH2:12][C:13]1[S:14][CH:15]=[C:16]([CH3:18])[N:17]=1, predict the reaction product. The product is: [CH3:18][C:16]1[N:17]=[C:13]([NH:12][C:3]([C:5]2[C:10]([Br:11])=[N:9][CH:8]=[CH:7][N:6]=2)=[O:4])[S:14][CH:15]=1. (6) Given the reactants Br[C:2]1[CH:7]=[CH:6][C:5]([C:8]2[CH:13]=[CH:12][C:11]([N:14]3[C:19](=[O:20])[CH2:18][CH2:17][CH:16]=[N:15]3)=[CH:10][CH:9]=2)=[CH:4][CH:3]=1.Cl.Cl.[CH3:23][N:24]1[CH2:31][C@@H:30]2[C@@H:26]([NH:27][CH2:28][CH2:29]2)[CH2:25]1.C(=O)([O-])[O-].[Cs+].[Cs+].C1(P(C2CCCCC2)C2C=CC=CC=2C2C=CC=CC=2N(C)C)CCCCC1, predict the reaction product. The product is: [CH3:23][N:24]1[CH2:31][C@@H:30]2[C@@H:26]([N:27]([C:2]3[CH:7]=[CH:6][C:5]([C:8]4[CH:13]=[CH:12][C:11]([N:14]5[C:19](=[O:20])[CH2:18][CH2:17][CH:16]=[N:15]5)=[CH:10][CH:9]=4)=[CH:4][CH:3]=3)[CH2:28][CH2:29]2)[CH2:25]1. (7) Given the reactants [Ca].[CH3:2][O:3][C:4]1[CH:5]=[C:6]([C@H:10]([NH:12][CH:13]2[CH2:17][CH2:16][N:15](C(OC(C)(C)C)=O)[CH2:14]2)[CH3:11])[CH:7]=[CH:8][CH:9]=1.[ClH:25], predict the reaction product. The product is: [ClH:25].[ClH:25].[CH3:2][O:3][C:4]1[CH:5]=[C:6]([C@H:10]([NH:12][C@@H:13]2[CH2:17][CH2:16][NH:15][CH2:14]2)[CH3:11])[CH:7]=[CH:8][CH:9]=1. (8) Given the reactants CO[C:3](=[O:24])[C:4]1[CH:9]=[CH:8][C:7]([O:10][CH2:11][C:12]2[C:13]([C:17]3[CH:22]=[CH:21][C:20]([F:23])=[CH:19][CH:18]=3)=[N:14][O:15][CH:16]=2)=[N:6][CH:5]=1.[F:25][C:26]([F:30])([F:29])[CH2:27][NH2:28], predict the reaction product. The product is: [F:23][C:20]1[CH:19]=[CH:18][C:17]([C:13]2[C:12]([CH2:11][O:10][C:7]3[CH:8]=[CH:9][C:4]([C:3]([NH:28][CH2:27][C:26]([F:30])([F:29])[F:25])=[O:24])=[CH:5][N:6]=3)=[CH:16][O:15][N:14]=2)=[CH:22][CH:21]=1. (9) Given the reactants [F:1][C:2]1[CH:7]=[CH:6][C:5]([N:8]2[C:12]([C:13]3[N:14]=[CH:15][NH:16][CH:17]=3)=[C:11]([CH3:18])[N:10]=[N:9]2)=[CH:4][CH:3]=1.F[C:20]1[CH:25]=[CH:24][C:23]([C:26]([F:29])([F:28])[F:27])=[CH:22][CH:21]=1.C(=O)([O-])[O-].[K+].[K+].Cl, predict the reaction product. The product is: [F:1][C:2]1[CH:7]=[CH:6][C:5]([N:8]2[C:12]([C:13]3[N:14]=[CH:15][N:16]([C:20]4[CH:25]=[CH:24][C:23]([C:26]([F:29])([F:28])[F:27])=[CH:22][CH:21]=4)[CH:17]=3)=[C:11]([CH3:18])[N:10]=[N:9]2)=[CH:4][CH:3]=1. (10) Given the reactants [Cl:1][C:2]1[CH:3]=[C:4]([N:9]([CH3:25])[C:10]([C:12]2[S:16][C:15]([NH:17][NH2:18])=[N:14][C:13]=2[C:19]2[CH:24]=[CH:23][CH:22]=[CH:21][CH:20]=2)=[O:11])[CH:5]=[CH:6][C:7]=1[CH3:8].[CH3:26][C:27](C)(C)C([O-])([O-])[O-], predict the reaction product. The product is: [Cl:1][C:2]1[CH:3]=[C:4]([N:9]([CH3:25])[C:10]([C:12]2[S:16][C:15]3=[N:17][N:18]=[C:26]([CH3:27])[N:14]3[C:13]=2[C:19]2[CH:24]=[CH:23][CH:22]=[CH:21][CH:20]=2)=[O:11])[CH:5]=[CH:6][C:7]=1[CH3:8].